The task is: Predict the reactants needed to synthesize the given product.. This data is from Full USPTO retrosynthesis dataset with 1.9M reactions from patents (1976-2016). (1) Given the product [Br:16][CH2:17][CH2:18][CH2:19][CH2:20][N:11]1[C:10]2[CH:12]=[CH:13][CH:14]=[CH:15][C:9]=2[N:8]=[C:7]1[C:1]1[CH:2]=[CH:3][CH:4]=[CH:5][CH:6]=1, predict the reactants needed to synthesize it. The reactants are: [C:1]1([C:7]2[NH:8][C:9]3[CH:15]=[CH:14][CH:13]=[CH:12][C:10]=3[N:11]=2)[CH:6]=[CH:5][CH:4]=[CH:3][CH:2]=1.[Br:16][CH2:17][CH2:18][CH2:19][CH2:20]Br.C(=O)([O-])[O-].[Cs+].[Cs+]. (2) Given the product [C:17]([C:19]1[CH:20]=[C:21]2[C:22](=[CH:23][CH:24]=1)[N:25]=[C:9]([CH3:10])[CH:6]=[CH:7]2)(=[O:18])[CH3:16], predict the reactants needed to synthesize it. The reactants are: C1SC=NN=1.[C:6]([C:9]1C(N)=CC=C[CH:10]=1)(=O)[CH3:7].[CH3:16][C:17]([C:19]1[CH:24]=[CH:23][C:22]([NH2:25])=[CH:21][CH:20]=1)=[O:18].[Na+].[N+](C1C=C(S([O-])(=O)=O)C=CC=1)([O-])=O.B(O)(O)O.C(=O)/C=C/C. (3) Given the product [Br:1][C:2]1[CH:14]=[N:13][C:12]2[C:11]3[C:10]([O:23][CH2:22][CH:21]([F:25])[F:20])=[CH:9][CH:8]=[C:7]([S:16]([CH3:19])(=[O:18])=[O:17])[C:6]=3[NH:5][C:4]=2[CH:3]=1, predict the reactants needed to synthesize it. The reactants are: [Br:1][C:2]1[CH:14]=[N:13][C:12]2[C:11]3[C:10](F)=[CH:9][CH:8]=[C:7]([S:16]([CH3:19])(=[O:18])=[O:17])[C:6]=3[NH:5][C:4]=2[CH:3]=1.[F:20][C:21]([F:25])(C)[CH2:22][OH:23].CC([O-])(C)C.[K+]. (4) The reactants are: [CH3:1][C:2]1[CH:3]=[CH:4][C:5]([Mg]Br)=[N:6][CH:7]=1.C1C[O:13][CH2:12]C1.CN(C=O)C. Given the product [CH3:1][C:2]1[CH:3]=[CH:4][C:5]([CH:12]=[O:13])=[N:6][CH:7]=1, predict the reactants needed to synthesize it. (5) Given the product [CH2:39]([O:38][C:36](=[O:37])[NH:1][CH2:2][CH2:3][O:4][C:5]1[CH:10]=[CH:9][C:8]([NH:11][C:12](=[O:21])[C:13]2[CH:18]=[CH:17][CH:16]=[C:15]([O:19][CH3:20])[CH:14]=2)=[CH:7][C:6]=1[C:22]1[N:26]([CH3:27])[N:25]=[CH:24][CH:23]=1)[C:40]1[CH:45]=[CH:44][CH:43]=[CH:42][CH:41]=1, predict the reactants needed to synthesize it. The reactants are: [NH2:1][CH2:2][CH2:3][O:4][C:5]1[CH:10]=[CH:9][C:8]([NH:11][C:12](=[O:21])[C:13]2[CH:18]=[CH:17][CH:16]=[C:15]([O:19][CH3:20])[CH:14]=2)=[CH:7][C:6]=1[C:22]1[N:26]([CH3:27])[N:25]=[CH:24][CH:23]=1.C(N(CC)CC)C.Cl[C:36]([O:38][CH2:39][C:40]1[CH:45]=[CH:44][CH:43]=[CH:42][CH:41]=1)=[O:37].